From a dataset of Catalyst prediction with 721,799 reactions and 888 catalyst types from USPTO. Predict which catalyst facilitates the given reaction. (1) The catalyst class is: 1. Reactant: C([Mg]Cl)(C)C.[CH2:6]([CH:9]([CH2:20][CH:21]=[CH2:22])[CH2:10][O:11][SiH2:12][C:13]1[CH:18]=[CH:17][C:16](I)=[CH:15][CH:14]=1)[CH:7]=[CH2:8].C(C(CC=C)[CH2:27][O:28][SiH2]C1C=CC([Mg]Cl)=CC=1)C=C.CN(C=O)C.Cl. Product: [CH2:6]([CH:9]([CH2:20][CH:21]=[CH2:22])[CH2:10][O:11][SiH2:12][C:13]1[CH:18]=[CH:17][C:16]([CH:27]=[O:28])=[CH:15][CH:14]=1)[CH:7]=[CH2:8]. (2) Reactant: [CH2:1]([N:3]1[C:7]2[NH:8][CH2:9][CH2:10][S:11][CH:12]([C:13]3[CH:21]=[CH:20][C:16]([C:17]([OH:19])=O)=[CH:15][C:14]=3[CH3:22])[C:6]=2[C:5]([C:23]2[CH:28]=[CH:27][CH:26]=[CH:25][N:24]=2)=[N:4]1)[CH3:2].CCN(C(C)C)C(C)C.CN(C(ON1N=NC2C=CC=NC1=2)=[N+](C)C)C.F[P-](F)(F)(F)(F)F.[CH3:62][N:63]1[C:67]([NH2:68])=[CH:66][CH:65]=[N:64]1. Product: [CH2:1]([N:3]1[C:7]2[NH:8][CH2:9][CH2:10][S:11][CH:12]([C:13]3[CH:21]=[CH:20][C:16]([C:17]([NH:68][C:67]4[N:63]([CH3:62])[N:64]=[CH:65][CH:66]=4)=[O:19])=[CH:15][C:14]=3[CH3:22])[C:6]=2[C:5]([C:23]2[CH:28]=[CH:27][CH:26]=[CH:25][N:24]=2)=[N:4]1)[CH3:2]. The catalyst class is: 3. (3) Reactant: [Br:1][C:2]1[CH:7]=[CH:6][C:5]([C:8]([F:13])([F:12])[C:9]([OH:11])=O)=[CH:4][CH:3]=1.P(Cl)(Cl)(Cl)=O.Cl.[NH2:20][CH2:21][C:22]1[CH:23]=[C:24]2[C:28](=[CH:29][CH:30]=1)[C:27](=[O:31])[N:26]([CH:32]1[CH2:37][CH2:36][C:35](=[O:38])[NH:34][C:33]1=[O:39])[CH2:25]2.C(=O)(O)[O-].[Na+]. Product: [Br:1][C:2]1[CH:3]=[CH:4][C:5]([C:8]([F:13])([F:12])[C:9]([NH:20][CH2:21][C:22]2[CH:23]=[C:24]3[C:28](=[CH:29][CH:30]=2)[C:27](=[O:31])[N:26]([CH:32]2[CH2:37][CH2:36][C:35](=[O:38])[NH:34][C:33]2=[O:39])[CH2:25]3)=[O:11])=[CH:6][CH:7]=1. The catalyst class is: 17. (4) Reactant: C([O:3][C:4]([C:6]1[C:7]([C:17]([F:20])([F:19])[F:18])=[N:8][C:9]2[C:14]([C:15]=1[OH:16])=[CH:13][CH:12]=[CH:11][CH:10]=2)=[O:5])C.ClCCl. Product: [OH:16][C:15]1[C:14]2[C:9](=[CH:10][CH:11]=[CH:12][CH:13]=2)[N:8]=[C:7]([C:17]([F:20])([F:18])[F:19])[C:6]=1[C:4]([OH:5])=[O:3]. The catalyst class is: 74.